Predict the reaction yield, written as a fraction of the theoretical maximum amount of product (1.0 means a 100% yield; for example, 0.34 means a 34% yield). From a dataset of Reaction yield outcomes from USPTO patents with 853,638 reactions. (1) The reactants are [OH:1][CH:2]1[CH2:7][CH2:6][CH:5]([N:8]2[C:16](=[O:17])[C:15]3[C:10](=[CH:11][CH:12]=[CH:13][CH:14]=3)[C:9]2=[O:18])[CH2:4][CH2:3]1.[H-].[Na+].[CH3:21]I.[NH4+].[Cl-]. The catalyst is C1COCC1. The product is [CH3:21][O:1][CH:2]1[CH2:3][CH2:4][CH:5]([N:8]2[C:9](=[O:18])[C:10]3[C:15](=[CH:14][CH:13]=[CH:12][CH:11]=3)[C:16]2=[O:17])[CH2:6][CH2:7]1. The yield is 0.483. (2) The reactants are C([O:8][C:9]1[CH:10]=[C:11]([C:15]([OH:39])([C:33]2[CH:38]=[CH:37][CH:36]=[CH:35][CH:34]=2)[C:16]([O:18][CH2:19][CH:20]2[CH2:25][CH2:24][N:23]([C:26]([O:28][C:29]([CH3:32])([CH3:31])[CH3:30])=[O:27])[CH2:22][CH2:21]2)=[O:17])[CH:12]=[CH:13][CH:14]=1)C1C=CC=CC=1.CC1CC=CCC=1. The catalyst is C(O)C.[Pd]. The product is [OH:39][C:15]([C:11]1[CH:12]=[CH:13][CH:14]=[C:9]([OH:8])[CH:10]=1)([C:33]1[CH:38]=[CH:37][CH:36]=[CH:35][CH:34]=1)[C:16]([O:18][CH2:19][CH:20]1[CH2:25][CH2:24][N:23]([C:26]([O:28][C:29]([CH3:32])([CH3:31])[CH3:30])=[O:27])[CH2:22][CH2:21]1)=[O:17]. The yield is 1.00. (3) The reactants are [F:1][C:2]1[CH:7]=[C:6]([I:8])[CH:5]=[C:4]([F:9])[C:3]=1[C@@H:10]1[C:15]2[NH:16][C:17]3[C:22]([C:14]=2[CH2:13][C@@H:12]([CH3:23])[NH:11]1)=[CH:21][CH:20]=[CH:19][CH:18]=3.C(=O)(O)[O-].[Na+].[CH3:29][CH:30]([CH3:34])[C:31](Cl)=[O:32].C(N(C(C)C)CC)(C)C. The catalyst is C(Cl)(Cl)Cl. The product is [F:9][C:4]1[CH:5]=[C:6]([I:8])[CH:7]=[C:2]([F:1])[C:3]=1[C@@H:10]1[C:15]2[NH:16][C:17]3[C:22]([C:14]=2[CH2:13][C@@H:12]([CH3:23])[N:11]1[C:31](=[O:32])[CH:30]([CH3:34])[CH3:29])=[CH:21][CH:20]=[CH:19][CH:18]=3. The yield is 0.880. (4) The reactants are [I:1][C:2]1[CH:3]=[N:4][NH:5][CH:6]=1.[H-].[Na+].I[CH2:10][CH2:11][F:12]. The catalyst is CN(C=O)C. The product is [F:12][CH2:11][CH2:10][N:4]1[CH:3]=[C:2]([I:1])[CH:6]=[N:5]1. The yield is 0.790. (5) The reactants are [CH2:1]([N:3]1[CH2:8][CH2:7][N:6]([C:9]2[C:18]3[C:13](=[CH:14][CH:15]=[CH:16][CH:17]=3)[CH:12]=[C:11]([C:19]3[S:20][C:21]([CH2:25][CH2:26][O:27]CC4C=CC=CC=4)=[C:22]([CH3:24])[N:23]=3)[N:10]=2)[CH2:5][CH2:4]1)[CH3:2].[ClH:35]. The catalyst is C(O)C.[H][H].[OH-].[Pd+2].[OH-]. The product is [ClH:35].[ClH:35].[CH2:1]([N:3]1[CH2:8][CH2:7][N:6]([C:9]2[C:18]3[C:13](=[CH:14][CH:15]=[CH:16][CH:17]=3)[CH:12]=[C:11]([C:19]3[S:20][C:21]([CH2:25][CH2:26][OH:27])=[C:22]([CH3:24])[N:23]=3)[N:10]=2)[CH2:5][CH2:4]1)[CH3:2]. The yield is 0.270. (6) The catalyst is CN(C=O)C.C(O)C.O. The reactants are I[C:2]1[C:10]2[C:5](=[N:6][CH:7]=[N:8][C:9]=2[NH2:11])[NH:4][N:3]=1.[F:12][C:13]1[CH:14]=[C:15](B(O)O)[CH:16]=[CH:17][C:18]=1[O:19][CH3:20].C(=O)([O-])[O-].[Na+].[Na+].ClCCl. The product is [F:12][C:13]1[CH:14]=[C:15]([C:2]2[C:10]3[C:5](=[N:6][CH:7]=[N:8][C:9]=3[NH2:11])[NH:4][N:3]=2)[CH:16]=[CH:17][C:18]=1[O:19][CH3:20]. The yield is 0.140. (7) The reactants are C([BH3-])#N.[Na+].[ClH:5].[NH2:6][CH:7]([CH2:42][CH2:43][CH3:44])[CH2:8][C:9]([NH:11][C:12]1[CH:13]=[C:14]([C:18]2[CH:23]=[C:22]([C:24]3[CH:29]=[CH:28][C:27]([F:30])=[CH:26][C:25]=3[OH:31])[N:21]=[C:20]([NH:32][C:33]([C:35]3[O:36][CH:37]=[CH:38][CH:39]=3)=[O:34])[C:19]=2[C:40]#[N:41])[CH:15]=[CH:16][CH:17]=1)=[O:10].[CH2:45](N(CC)CC)[CH3:46].[C:52](O)(=O)[CH3:53]. The catalyst is CO.C(=O)C.C(OCC)(=O)C. The product is [ClH:5].[C:40]([C:19]1[C:20]([NH:32][C:33]([C:35]2[O:36][CH:37]=[CH:38][CH:39]=2)=[O:34])=[N:21][C:22]([C:24]2[CH:29]=[CH:28][C:27]([F:30])=[CH:26][C:25]=2[OH:31])=[CH:23][C:18]=1[C:14]1[CH:15]=[CH:16][CH:17]=[C:12]([NH:11][C:9](=[O:10])[CH2:8][CH:7]([N:6]([CH2:52][CH3:53])[CH2:45][CH3:46])[CH2:42][CH2:43][CH3:44])[CH:13]=1)#[N:41]. The yield is 0.650.